This data is from Forward reaction prediction with 1.9M reactions from USPTO patents (1976-2016). The task is: Predict the product of the given reaction. (1) Given the reactants C(O[C:6]([N:8]1[CH2:12][C:11](=[N:13][O:14][CH3:15])[CH2:10][C@H:9]1[C:16]([OH:18])=O)=[O:7])(C)(C)C.[CH3:19][C:20]1[CH:25]=[CH:24][CH:23]=[CH:22][C:21]=1[C:26]1[CH:31]=[CH:30][C:29](C(O)=O)=[CH:28][CH:27]=1.[NH2:35][CH2:36][CH:37]([OH:46])[CH2:38][O:39][C:40]1[CH:45]=[CH:44][CH:43]=[CH:42][CH:41]=1, predict the reaction product. The product is: [OH:46][CH:37]([CH2:38][O:39][C:40]1[CH:45]=[CH:44][CH:43]=[CH:42][CH:41]=1)[CH2:36][NH:35][C:16]([C@@H:9]1[CH2:10][C:11](=[N:13][O:14][CH3:15])[CH2:12][N:8]1[C:6]([C:29]1[CH:28]=[CH:27][C:26]([C:21]2[CH:22]=[CH:23][CH:24]=[CH:25][C:20]=2[CH3:19])=[CH:31][CH:30]=1)=[O:7])=[O:18]. (2) Given the reactants [F:1][C:2]([F:25])([F:24])[C@@H:3]1[CH2:8][CH2:7][C@H:6]([O:9][C:10]2[CH:11]=[C:12]3[C:17](=[CH:18][CH:19]=2)[CH:16]=[C:15]([C:20]([O:22][CH3:23])=[O:21])[CH:14]=[CH:13]3)[CH2:5][CH2:4]1.C1C(=O)N([Cl:33])C(=O)C1.C(O)(C(F)(F)F)=O, predict the reaction product. The product is: [Cl:33][C:11]1[C:10]([O:9][C@H:6]2[CH2:7][CH2:8][C@@H:3]([C:2]([F:24])([F:25])[F:1])[CH2:4][CH2:5]2)=[CH:19][CH:18]=[C:17]2[C:12]=1[CH:13]=[CH:14][C:15]([C:20]([O:22][CH3:23])=[O:21])=[CH:16]2. (3) Given the reactants [F:1][C:2]([F:15])([F:14])[C:3]([N:5]1[C:13]2[C:8](=[CH:9][CH:10]=[CH:11][CH:12]=2)[CH2:7][CH2:6]1)=[O:4].S(Cl)(Cl)=O.[Cl:20][S:21](O)(=[O:23])=[O:22], predict the reaction product. The product is: [F:15][C:2]([F:1])([F:14])[C:3]([N:5]1[C:13]2[C:8](=[CH:9][C:10]([S:21]([Cl:20])(=[O:23])=[O:22])=[CH:11][CH:12]=2)[CH2:7][CH2:6]1)=[O:4]. (4) Given the reactants [C:1](=[O:4])([O-])[O-].[K+].[K+].CI.[Br:9][C:10]1[CH:23]=[CH:22][C:13]([CH2:14][C:15]2[C:20](O)=[CH:19][CH:18]=[CH:17][N:16]=2)=[C:12]([F:24])[CH:11]=1.C(OCC)(=O)C, predict the reaction product. The product is: [Br:9][C:10]1[CH:23]=[CH:22][C:13]([CH2:14][C:15]2[C:20]([O:4][CH3:1])=[CH:19][CH:18]=[CH:17][N:16]=2)=[C:12]([F:24])[CH:11]=1. (5) Given the reactants [N:1]1[CH:6]=[CH:5][CH:4]=[C:3]([N:7]2[CH2:15][CH2:14][C:9]3([NH:13][CH2:12][CH2:11][CH2:10]3)[CH2:8]2)[CH:2]=1.[ClH:16].O1CCOCC1.C(O)C, predict the reaction product. The product is: [ClH:16].[ClH:16].[N:1]1[CH:6]=[CH:5][CH:4]=[C:3]([N:7]2[CH2:15][CH2:14][C:9]3([NH:13][CH2:12][CH2:11][CH2:10]3)[CH2:8]2)[CH:2]=1. (6) Given the reactants [CH:1]1([O:6][C:7]2[CH:8]=[C:9]([C@@H:15]([C:23]3[CH:28]=[CH:27][CH:26]=[CH:25][CH:24]=3)[CH2:16][C:17]3[CH:22]=[CH:21][N:20]=[CH:19][CH:18]=3)[CH:10]=[CH:11][C:12]=2[O:13][CH3:14])[CH2:5][CH2:4][CH2:3][CH2:2]1.[I:29]I.CCOC(C)=O, predict the reaction product. The product is: [CH:1]1([O:6][C:7]2[CH:8]=[C:9]([C@@H:15]([C:23]3[CH:24]=[CH:25][CH:26]=[CH:27][CH:28]=3)[CH2:16][C:17]3[CH:22]=[CH:21][N:20]=[CH:19][CH:18]=3)[C:10]([I:29])=[CH:11][C:12]=2[O:13][CH3:14])[CH2:5][CH2:4][CH2:3][CH2:2]1.